Dataset: Reaction yield outcomes from USPTO patents with 853,638 reactions. Task: Predict the reaction yield, written as a fraction of the theoretical maximum amount of product (1.0 means a 100% yield; for example, 0.34 means a 34% yield). The catalyst is C1COCC1.C(OCC)(=O)C.Cl. The reactants are [Cl:1][C:2]1[CH:37]=[CH:36][C:5]([CH2:6][CH2:7][NH:8][C:9]([C:11]2[CH:32]=[CH:31][C:14]([O:15][C:16]3[CH:25]=[C:24]4[C:19]([CH:20]([C:26]([O:28]C)=[O:27])[CH2:21][CH2:22][O:23]4)=[CH:18][C:17]=3[Cl:30])=[C:13]([N+:33]([O-:35])=[O:34])[CH:12]=2)=[O:10])=[CH:4][CH:3]=1.[OH-].[Na+].O.CO. The yield is 0.370. The product is [Cl:1][C:2]1[CH:3]=[CH:4][C:5]([CH2:6][CH2:7][NH:8][C:9]([C:11]2[CH:32]=[CH:31][C:14]([O:15][C:16]3[CH:25]=[C:24]4[C:19]([CH:20]([C:26]([OH:28])=[O:27])[CH2:21][CH2:22][O:23]4)=[CH:18][C:17]=3[Cl:30])=[C:13]([N+:33]([O-:35])=[O:34])[CH:12]=2)=[O:10])=[CH:36][CH:37]=1.